From a dataset of Reaction yield outcomes from USPTO patents with 853,638 reactions. Predict the reaction yield, written as a fraction of the theoretical maximum amount of product (1.0 means a 100% yield; for example, 0.34 means a 34% yield). (1) The reactants are Cl.[NH2:2][C@@H:3]([CH2:8][C:9]1[CH:14]=[CH:13][C:12]([NH:15][C:16](=[O:25])[C:17]2[C:22]([Cl:23])=[CH:21][CH:20]=[CH:19][C:18]=2[Cl:24])=[CH:11][CH:10]=1)[C:4]([O:6][CH3:7])=[O:5].[CH3:26][CH:27]1[CH2:32][CH2:31][CH2:30][CH:29]([CH3:33])[N:28]1[S:34](Cl)(=[O:36])=[O:35].C(N(CC)CC)C. The catalyst is O1CCCC1. The product is [Cl:23][C:22]1[CH:21]=[CH:20][CH:19]=[C:18]([Cl:24])[C:17]=1[C:16]([NH:15][C:12]1[CH:11]=[CH:10][C:9]([CH2:8][C@H:3]([NH:2][S:34]([N:28]2[CH:29]([CH3:33])[CH2:30][CH2:31][CH2:32][CH:27]2[CH3:26])(=[O:35])=[O:36])[C:4]([O:6][CH3:7])=[O:5])=[CH:14][CH:13]=1)=[O:25]. The yield is 0.280. (2) The reactants are [OH:1][CH2:2][CH:3]1[CH2:8][CH2:7][NH:6][CH2:5][CH2:4]1.C(N(CC)CC)C.[C:16](O[C:16]([O:18][C:19]([CH3:22])([CH3:21])[CH3:20])=[O:17])([O:18][C:19]([CH3:22])([CH3:21])[CH3:20])=[O:17]. The catalyst is C(Cl)(Cl)Cl.C(OCC)(=O)C. The product is [C:19]([O:18][C:16]([N:6]1[CH2:7][CH2:8][CH:3]([CH2:2][OH:1])[CH2:4][CH2:5]1)=[O:17])([CH3:22])([CH3:21])[CH3:20]. The yield is 0.830. (3) The reactants are C(P1(=O)OP(CCC)(=O)OP(CCC)(=O)O1)CC.[C:19]([O:23][C:24]([N:26]1[CH2:35][CH2:34][C:33]2[N:32]=[C:31]([O:36][CH3:37])[CH:30]=[CH:29][C:28]=2[CH:27]1[C:38]([OH:40])=O)=[O:25])([CH3:22])([CH3:21])[CH3:20].[F:41][C:42]1[CH:43]=[C:44]([CH:46]=[C:47]([F:53])[C:48]=1[Si:49]([CH3:52])([CH3:51])[CH3:50])[NH2:45].CCN(C(C)C)C(C)C. The catalyst is CN(C1C=CN=CC=1)C.C(OCC)(=O)C.CCCCCC.O. The product is [F:53][C:47]1[CH:46]=[C:44]([NH:45][C:38]([CH:27]2[N:26]([C:24]([O:23][C:19]([CH3:20])([CH3:22])[CH3:21])=[O:25])[CH2:35][CH2:34][C:33]3[N:32]=[C:31]([O:36][CH3:37])[CH:30]=[CH:29][C:28]2=3)=[O:40])[CH:43]=[C:42]([F:41])[C:48]=1[Si:49]([CH3:50])([CH3:51])[CH3:52]. The yield is 0.800. (4) The reactants are [Cl:1][C:2]1[CH:7]=[CH:6][C:5]([C:8]2[CH:12]=[CH:11][NH:10][C:9]=2[C:13]([OH:15])=[O:14])=[CH:4][CH:3]=1.OP([O-])([O-])=O.[K+].[K+].[F:23][C:24]([F:30])([F:29])S(Cl)(=O)=O. The catalyst is CC#N.C1C=NC2C3N=CC=CC=3C=CC=2C=1.C1C=NC2C3N=CC=CC=3C=CC=2C=1.C1C=NC2C3N=CC=CC=3C=CC=2C=1.O.[Cl-].[Cl-].[Ru+2]. The product is [Cl:1][C:2]1[CH:7]=[CH:6][C:5]([C:8]2[CH:12]=[C:11]([C:24]([F:30])([F:29])[F:23])[NH:10][C:9]=2[C:13]([OH:15])=[O:14])=[CH:4][CH:3]=1. The yield is 0.170. (5) The reactants are C(OC([NH:8][C@@H:9]([CH2:25][C:26]1[CH:31]=[CH:30][C:29]([OH:32])=[C:28]([OH:33])[CH:27]=1)[C:10]([O:12][CH2:13][C@H:14]([O:16][C:17]([C:19]1[CH:24]=[CH:23][CH:22]=[CH:21][CH:20]=1)=[O:18])[CH3:15])=[O:11])=O)(C)(C)C.[ClH:34]. The catalyst is O1CCOCC1. The product is [ClH:34].[NH2:8][C@@H:9]([CH2:25][C:26]1[CH:31]=[CH:30][C:29]([OH:32])=[C:28]([OH:33])[CH:27]=1)[C:10]([O:12][CH2:13][C@H:14]([O:16][C:17]([C:19]1[CH:24]=[CH:23][CH:22]=[CH:21][CH:20]=1)=[O:18])[CH3:15])=[O:11]. The yield is 0.870. (6) The reactants are Cl[C:2]1[N:3]=[CH:4][C:5]([C:8]([N:10]2[CH2:15][CH2:14][C:13]3[NH:16][C:17]([C:19]4[C:27]5[C:22](=[CH:23][C:24]([C:28]6[CH:33]=[C:32]([F:34])[C:31]([OH:35])=[CH:30][C:29]=6[CH2:36][CH3:37])=[CH:25][CH:26]=5)[NH:21][N:20]=4)=[N:18][C:12]=3[CH2:11]2)=[O:9])=[N:6][CH:7]=1.[N:38]1([CH2:43][CH2:44][NH2:45])[CH2:42][CH2:41][CH2:40][CH2:39]1. No catalyst specified. The product is [CH2:36]([C:29]1[CH:30]=[C:31]([OH:35])[C:32]([F:34])=[CH:33][C:28]=1[C:24]1[CH:23]=[C:22]2[C:27]([C:19]([C:17]3[NH:16][C:13]4[CH2:14][CH2:15][N:10]([C:8]([C:5]5[CH:4]=[N:3][C:2]([NH:45][CH2:44][CH2:43][N:38]6[CH2:42][CH2:41][CH2:40][CH2:39]6)=[CH:7][N:6]=5)=[O:9])[CH2:11][C:12]=4[N:18]=3)=[N:20][NH:21]2)=[CH:26][CH:25]=1)[CH3:37]. The yield is 0.520. (7) The yield is 0.870. The catalyst is O1CCCC1. The reactants are [C:1]([C:3]1[CH:4]=[C:5]([CH:10]=[CH:11][C:12]=1[O:13][CH:14]([CH3:16])[CH3:15])[C:6]([O:8]C)=[O:7])#[N:2].[OH-].[K+]. The product is [C:1]([C:3]1[CH:4]=[C:5]([CH:10]=[CH:11][C:12]=1[O:13][CH:14]([CH3:16])[CH3:15])[C:6]([OH:8])=[O:7])#[N:2].